The task is: Predict which catalyst facilitates the given reaction.. This data is from Catalyst prediction with 721,799 reactions and 888 catalyst types from USPTO. Reactant: [Cl:1][C:2]1[CH:7]=[CH:6][CH:5]=[CH:4][C:3]=1[C:8]1[N:17]=[C:16]([N:18]2[CH2:23][CH2:22][NH:21][CH2:20][CH2:19]2)[C:15]2[C:10](=[CH:11][CH:12]=[CH:13][CH:14]=2)[N:9]=1.[F:24][C:25]([F:36])([F:35])[C:26](O[C:26](=[O:27])[C:25]([F:36])([F:35])[F:24])=[O:27]. Product: [Cl:1][C:2]1[CH:7]=[CH:6][CH:5]=[CH:4][C:3]=1[C:8]1[N:17]=[C:16]([N:18]2[CH2:23][CH2:22][N:21]([C:26](=[O:27])[C:25]([F:36])([F:35])[F:24])[CH2:20][CH2:19]2)[C:15]2[C:10](=[CH:11][CH:12]=[CH:13][CH:14]=2)[N:9]=1. The catalyst class is: 12.